This data is from Reaction yield outcomes from USPTO patents with 853,638 reactions. The task is: Predict the reaction yield, written as a fraction of the theoretical maximum amount of product (1.0 means a 100% yield; for example, 0.34 means a 34% yield). (1) The reactants are Cl.[NH2:2][C:3]1[CH:8]=[CH:7][CH:6]=[C:5]([C:9]2[CH:14]=[CH:13][CH:12]=[C:11]([C:15]3[NH:19][N:18]=[N:17][N:16]=3)[CH:10]=2)[C:4]=1[OH:20].[N:21]([O-])=O.[Na+].[CH3:25][C:26]1[CH2:27][C:28](=[O:41])[N:29]([C:31]2[CH:40]=[CH:39][C:38]3[CH2:37][CH2:36][CH2:35][CH2:34][C:33]=3[CH:32]=2)[N:30]=1.C(=O)(O)[O-].[Na+]. The catalyst is Cl.C(O)C. The product is [OH:20][C:4]1[C:3]([NH:2][N:21]=[C:27]2[C:26]([CH3:25])=[N:30][N:29]([C:31]3[CH:40]=[CH:39][C:38]4[CH2:37][CH2:36][CH2:35][CH2:34][C:33]=4[CH:32]=3)[C:28]2=[O:41])=[CH:8][CH:7]=[CH:6][C:5]=1[C:9]1[CH:14]=[CH:13][CH:12]=[C:11]([C:15]2[NH:19][N:18]=[N:17][N:16]=2)[CH:10]=1. The yield is 0.316. (2) The reactants are Br[C:2]1[CH:7]=[C:6]([F:8])[C:5]([F:9])=[CH:4][C:3]=1[C:10]1[CH:15]=[CH:14][C:13]([S:16]([CH3:19])(=[O:18])=[O:17])=[CH:12][CH:11]=1.[F:20][C:21]1[CH:22]=[C:23](B(O)O)[CH:24]=[CH:25][C:26]=1[O:27][CH3:28]. No catalyst specified. The product is [F:9][C:5]1[CH:4]=[C:3]([C:10]2[CH:15]=[CH:14][C:13]([S:16]([CH3:19])(=[O:18])=[O:17])=[CH:12][CH:11]=2)[C:2]([C:23]2[CH:24]=[CH:25][C:26]([O:27][CH3:28])=[C:21]([F:20])[CH:22]=2)=[CH:7][C:6]=1[F:8]. The yield is 0.940. (3) The reactants are [C:1]([C:5]1[C:6]([OH:13])=[C:7]([CH:10]=[CH:11][CH:12]=1)[CH:8]=[O:9])([CH3:4])([CH3:3])[CH3:2].C([O-])([O-])=O.[K+].[K+].I[CH2:21][CH2:22][CH3:23]. The catalyst is CN(C=O)C.O. The product is [C:1]([C:5]1[C:6]([O:13][CH2:21][CH2:22][CH3:23])=[C:7]([CH:10]=[CH:11][CH:12]=1)[CH:8]=[O:9])([CH3:4])([CH3:2])[CH3:3]. The yield is 0.990. (4) The reactants are [CH3:1][N:2]1[C:6]2=[N:7][CH:8]=[CH:9][CH:10]=[C:5]2[C:4]([CH:11]=O)=[CH:3]1.[CH3:13][N:14]1C2C(=CC=CC=2)C(C)=C1C=O. No catalyst specified. The product is [CH3:1][N:2]1[C:6]2=[N:7][CH:8]=[CH:9][CH:10]=[C:5]2[C:4]([CH2:11][NH:14][CH3:13])=[CH:3]1. The yield is 0.450. (5) The reactants are O(C1C=CC=CC=1)C1C=CC=CC=1.[CH3:14][O:15][C:16]1[CH:17]=[C:18]([NH:22][CH:23]=[C:24]2[C:29](=[O:30])OC(C)(C)OC2=O)[CH:19]=[CH:20][CH:21]=1. No catalyst specified. The product is [CH3:14][O:15][C:16]1[CH:17]=[C:18]2[C:19]([C:29]([OH:30])=[CH:24][CH:23]=[N:22]2)=[CH:20][CH:21]=1. The yield is 0.300. (6) The reactants are [CH:1]([C:3]1[CH:11]=[CH:10][C:6]([C:7]([OH:9])=[O:8])=[CH:5][CH:4]=1)=[CH2:2].[CH2:12](O)[C:13]([F:16])([F:15])[F:14].C1(N=C=NC2CCCCC2)CCCCC1.C(C1C=C(C)C=C(C(C)(C)C)C=1O)(C)(C)C. The catalyst is CN(C)C1C=CN=CC=1.O1CCCC1. The product is [CH:1]([C:3]1[CH:11]=[CH:10][C:6]([C:7]([O:9][CH2:12][C:13]([F:16])([F:15])[F:14])=[O:8])=[CH:5][CH:4]=1)=[CH2:2]. The yield is 0.940. (7) The reactants are Br[CH2:2][C:3]1[CH:8]=[CH:7][CH:6]=[C:5]([N+:9]([O-:11])=[O:10])[C:4]=1[F:12].[NH:13]1[CH2:17][CH2:16][CH2:15][CH2:14]1.C(N(CC)CC)C. The catalyst is C(Cl)Cl. The product is [F:12][C:4]1[C:5]([N+:9]([O-:11])=[O:10])=[CH:6][CH:7]=[CH:8][C:3]=1[CH2:2][N:13]1[CH2:17][CH2:16][CH2:15][CH2:14]1. The yield is 0.630.